This data is from Full USPTO retrosynthesis dataset with 1.9M reactions from patents (1976-2016). The task is: Predict the reactants needed to synthesize the given product. (1) Given the product [OH:5][CH2:4][CH2:3][N:2]([CH3:1])[C:21](=[O:22])[O:23][C:24]([CH3:25])([CH3:26])[CH3:27], predict the reactants needed to synthesize it. The reactants are: [CH3:1][NH:2][CH2:3][CH2:4][OH:5].C(N(CC)CC)C.[C:21](O[C:21]([O:23][C:24]([CH3:27])([CH3:26])[CH3:25])=[O:22])([O:23][C:24]([CH3:27])([CH3:26])[CH3:25])=[O:22]. (2) Given the product [Cl:18][C:19]1[N:24]=[CH:23][C:22]([CH2:2][C:3]2[CH:8]=[N:7][C:6]([O:9][CH3:10])=[C:5]([C:11]3[CH:16]=[CH:15][CH:14]=[C:13]([Cl:17])[CH:12]=3)[CH:4]=2)=[CH:21][N:20]=1, predict the reactants needed to synthesize it. The reactants are: Br[CH2:2][C:3]1[CH:4]=[C:5]([C:11]2[CH:16]=[CH:15][CH:14]=[C:13]([Cl:17])[CH:12]=2)[C:6]([O:9][CH3:10])=[N:7][CH:8]=1.[Cl:18][C:19]1[N:24]=[CH:23][C:22](B(O)O)=[CH:21][N:20]=1.C([O-])(O)=O.[Na+]. (3) Given the product [OH:8][N:9]1[C:15](=[O:16])[N:14]2[CH2:17][C@H:10]1[CH2:11][CH2:12][C@H:13]2[C:18]1[CH:22]=[CH:21][O:20][N:19]=1, predict the reactants needed to synthesize it. The reactants are: C([O:8][N:9]1[C:15](=[O:16])[N:14]2[CH2:17][C@H:10]1[CH2:11][CH2:12][C@H:13]2[C:18]1[CH:22]=[CH:21][O:20][N:19]=1)C1C=CC=CC=1. (4) Given the product [N:1]1([C:7]2[N:8]=[CH:9][C:10]([CH2:11][NH2:12])=[CH:13][CH:14]=2)[CH2:2][CH2:3][CH2:4][CH2:5][CH2:6]1, predict the reactants needed to synthesize it. The reactants are: [N:1]1([C:7]2[CH:14]=[CH:13][C:10]([C:11]#[N:12])=[CH:9][N:8]=2)[CH2:6][CH2:5][CH2:4][CH2:3][CH2:2]1.[H-].[Al+3].[Li+].[H-].[H-].[H-].C(OCC)(=O)C.O. (5) Given the product [OH:19][C:12]1[C:13]2[C:18](=[CH:17][CH:16]=[CH:15][CH:14]=2)[C:9]([CH2:8][C:6]2[CH:5]=[CH:4][N:3]=[C:2]([S:32][CH3:31])[CH:7]=2)=[CH:10][C:11]=1[C:21]([NH:23][C@H:24]1[CH2:29][CH2:28][CH2:27][CH2:26][C@@H:25]1[OH:30])=[O:22], predict the reactants needed to synthesize it. The reactants are: Cl[C:2]1[CH:7]=[C:6]([CH2:8][C:9]2[C:18]3[C:13](=[CH:14][CH:15]=[CH:16][CH:17]=3)[C:12]([O:19]C)=[C:11]([C:21]([NH:23][C@H:24]3[CH2:29][CH2:28][CH2:27][CH2:26][C@@H:25]3[OH:30])=[O:22])[CH:10]=2)[CH:5]=[CH:4][N:3]=1.[CH3:31][S-:32].[Na+].